This data is from Catalyst prediction with 721,799 reactions and 888 catalyst types from USPTO. The task is: Predict which catalyst facilitates the given reaction. (1) Reactant: [F:1][C:2]1[CH:17]=[C:16]([N+:18]([O-])=O)[CH:15]=[CH:14][C:3]=1[O:4][C:5]1[N:6]=[CH:7][CH:8]=[C:9]2[CH:13]=[CH:12][NH:11][C:10]=12. Product: [NH:11]1[C:10]2=[C:5]([O:4][C:3]3[CH:14]=[CH:15][C:16]([NH2:18])=[CH:17][C:2]=3[F:1])[N:6]=[CH:7][CH:8]=[C:9]2[CH:13]=[CH:12]1. The catalyst class is: 409. (2) Reactant: [CH3:1][S:2][C:3]1[N:8]=[C:7]([NH2:9])[CH:6]=[C:5]([N:10]2[CH2:15][CH2:14][O:13][CH2:12][CH2:11]2)[N:4]=1.Br[C:17]1[C:22]([N+:23]([O-:25])=[O:24])=[CH:21][CH:20]=[CH:19][C:18]=1[CH3:26].CC1(C)C2C=CC=C(P(C3C=CC=CC=3)C3C=CC=CC=3)C=2OC2C1=CC=CC=2P(C1C=CC=CC=1)C1C=CC=CC=1.C(=O)([O-])[O-].[Cs+].[Cs+]. Product: [CH3:26][C:18]1[CH:19]=[CH:20][CH:21]=[C:22]([N+:23]([O-:25])=[O:24])[C:17]=1[NH:9][C:7]1[CH:6]=[C:5]([N:10]2[CH2:11][CH2:12][O:13][CH2:14][CH2:15]2)[N:4]=[C:3]([S:2][CH3:1])[N:8]=1. The catalyst class is: 101. (3) Reactant: C([O-])([O-])=O.[K+].[K+].[F:7][C:8]1[C:9]([OH:16])=[C:10]([CH:13]=[CH:14][CH:15]=1)[CH:11]=O.Cl[CH2:18][C:19](=[O:21])[CH3:20]. Product: [F:7][C:8]1[C:9]2[O:16][C:18]([C:19](=[O:21])[CH3:20])=[CH:11][C:10]=2[CH:13]=[CH:14][CH:15]=1. The catalyst class is: 21. (4) Reactant: [C:1]([C:3](=[N:9]O)[C:4]([O:6][CH2:7][CH3:8])=[O:5])#[N:2]. Product: [NH2:9][CH:3]([C:1]#[N:2])[C:4]([O:6][CH2:7][CH3:8])=[O:5]. The catalyst class is: 99. (5) Reactant: [CH3:1][O:2][CH2:3][CH2:4][N:5]([CH3:13])[C:6]1[CH:11]=[CH:10][C:9]([NH2:12])=[CH:8][N:7]=1.N1C=CC=CC=1.Cl[C:21]([O:23][C:24]1[CH:29]=[CH:28][CH:27]=[CH:26][CH:25]=1)=[O:22]. Product: [CH3:1][O:2][CH2:3][CH2:4][N:5]([CH3:13])[C:6]1[N:7]=[CH:8][C:9]([NH:12][C:21](=[O:22])[O:23][C:24]2[CH:29]=[CH:28][CH:27]=[CH:26][CH:25]=2)=[CH:10][CH:11]=1. The catalyst class is: 372. (6) Reactant: [Cl:1][C:2]1[N:7]=[C:6](Cl)[C:5]([CH3:9])=[C:4]([CH3:10])[N:3]=1.C(=O)([O-])[O-].[Cs+].[Cs+].[CH:17]1([NH2:23])[CH2:22][CH2:21][CH2:20][CH2:19][CH2:18]1. Product: [Cl:1][C:2]1[N:7]=[C:6]([NH:23][CH:17]2[CH2:22][CH2:21][CH2:20][CH2:19][CH2:18]2)[C:5]([CH3:9])=[C:4]([CH3:10])[N:3]=1. The catalyst class is: 9. (7) Reactant: [CH:1]([C:3]1[C:11]2[B:10]([OH:12])[O:9][CH2:8][C:7]=2[CH:6]=[CH:5][CH:4]=1)=O.[NH:13]1[CH2:18][CH2:17][CH:16]([CH2:19][OH:20])[CH2:15][CH2:14]1.[BH-](OC(C)=O)(OC(C)=O)OC(C)=O.[Na+]. Product: [OH:20][CH2:19][CH:16]1[CH2:17][CH2:18][N:13]([CH2:1][C:3]2[C:11]3[B:10]([OH:12])[O:9][CH2:8][C:7]=3[CH:6]=[CH:5][CH:4]=2)[CH2:14][CH2:15]1. The catalyst class is: 26.